From a dataset of Reaction yield outcomes from USPTO patents with 853,638 reactions. Predict the reaction yield, written as a fraction of the theoretical maximum amount of product (1.0 means a 100% yield; for example, 0.34 means a 34% yield). (1) The reactants are [Br:1][C:2]1[CH:7]=[CH:6][C:5]([NH:8][C:9]2[N:14]=[C:13]([CH3:15])[C:12]([CH2:16][OH:17])=[CH:11][N:10]=2)=[CH:4][CH:3]=1. The catalyst is C(Cl)Cl.O=[Mn]=O. The product is [Br:1][C:2]1[CH:3]=[CH:4][C:5]([NH:8][C:9]2[N:14]=[C:13]([CH3:15])[C:12]([CH:16]=[O:17])=[CH:11][N:10]=2)=[CH:6][CH:7]=1. The yield is 0.750. (2) The reactants are [CH3:1][C:2]1[C:16](=[O:17])[N:15]=[C:14]2[N:4]([C@@H:5]3[O:9][C@H:8]([CH2:10][OH:11])[C@@H:7]([OH:12])[C@@H:6]3[O:13]2)[CH:3]=1.[CH3:18][O:19][CH2:20][CH2:21][O:22]B([O:22][CH2:21][CH2:20][O:19][CH3:18])[O:22][CH2:21][CH2:20][O:19][CH3:18]. The catalyst is COCCO. The product is [CH3:18][O:19][CH2:20][CH2:21][O:22][C@@H:6]1[C@H:7]([OH:12])[C@@H:8]([CH2:10][OH:11])[O:9][C@H:5]1[N:4]1[CH:3]=[C:2]([CH3:1])[C:16](=[O:17])[NH:15][C:14]1=[O:13]. The yield is 0.630.